Dataset: Full USPTO retrosynthesis dataset with 1.9M reactions from patents (1976-2016). Task: Predict the reactants needed to synthesize the given product. (1) The reactants are: [C:1]([O:5][CH2:6][CH3:7])(=[O:4])[CH2:2][OH:3].[H-].[Na+].C([O:12][C:13](=O)[C:14]1[C:19](Br)=[C:18]([Br:21])[CH:17]=[N:16][CH:15]=1)C. Given the product [CH2:6]([O:5][C:1]([C:2]1[O:3][C:19]2[C:18]([Br:21])=[CH:17][N:16]=[CH:15][C:14]=2[C:13]=1[OH:12])=[O:4])[CH3:7], predict the reactants needed to synthesize it. (2) Given the product [C:13]([O:12][C:10]([N:7]1[CH2:8][CH2:9][C:6]1([CH3:17])[C:4]([OH:5])=[O:3])=[O:11])([CH3:16])([CH3:14])[CH3:15], predict the reactants needed to synthesize it. The reactants are: CC[O:3][C:4]([C:6]1([CH3:17])[CH2:9][CH2:8][N:7]1[C:10]([O:12][C:13]([CH3:16])([CH3:15])[CH3:14])=[O:11])=[O:5].[OH-].[Na+]. (3) The reactants are: [C:1]([OH:6])(=O)[C:2]([CH3:4])=[CH2:3].C(OC(Cl)=O)C.C(N(CC)CC)C.[CH:20]1[C:25]([NH2:26])=[CH:24][CH:23]=[C:22]([OH:27])[CH:21]=1.Cl. Given the product [OH:27][C:22]1[CH:23]=[CH:24][C:25]([NH:26][C:1](=[O:6])[C:2]([CH3:4])=[CH2:3])=[CH:20][CH:21]=1, predict the reactants needed to synthesize it. (4) Given the product [CH2:1]([C:3]1[CH:4]=[N:5][C:6]([N:9]2[CH2:14][CH2:13][CH:12]([C@H:15]3[CH2:17][C@H:16]3[CH2:18][O:19][CH2:20][C:21]3[CH:22]=[CH:23][C:24]([C:25]4[O:26][N:39]=[CH:38][N:27]=4)=[CH:28][CH:29]=3)[CH2:11][CH2:10]2)=[N:7][CH:8]=1)[CH3:2], predict the reactants needed to synthesize it. The reactants are: [CH2:1]([C:3]1[CH:4]=[N:5][C:6]([N:9]2[CH2:14][CH2:13][CH:12]([C@H:15]3[CH2:17][C@H:16]3[CH2:18][O:19][CH2:20][C:21]3[CH:29]=[CH:28][C:24]([C:25]([NH2:27])=[O:26])=[CH:23][CH:22]=3)[CH2:11][CH2:10]2)=[N:7][CH:8]=1)[CH3:2].NO.CC(O)=O.CO[CH:38](OC)[N:39](C)C. (5) Given the product [CH3:10][N:11]([CH:12]=[O:13])[CH2:8][C:5]1[CH:6]=[CH:7][N:2]=[CH:3][CH:4]=1, predict the reactants needed to synthesize it. The reactants are: Cl.[N:2]1[CH:7]=[CH:6][C:5]([CH2:8]Cl)=[CH:4][CH:3]=1.[CH3:10][NH:11][CH:12]=[O:13].[H-].[Na+].